From a dataset of Forward reaction prediction with 1.9M reactions from USPTO patents (1976-2016). Predict the product of the given reaction. Given the reactants C1C=C(C(C(Cl)Cl)C2C=CC(I)=CC=2)C(Cl)=CC=1.[Br:19][C:20]1[CH:25]=[CH:24][CH:23]=[CH:22][C:21]=1[SH:26].C(=O)([O-])[O-].[K+].[K+].[CH2:33]([O:35][CH:36]([O:39][CH2:40][CH3:41])[CH2:37]Br)[CH3:34], predict the reaction product. The product is: [Br:19][C:20]1[CH:25]=[CH:24][CH:23]=[CH:22][C:21]=1[S:26][CH2:37][CH:36]([O:39][CH2:40][CH3:41])[O:35][CH2:33][CH3:34].